Dataset: Catalyst prediction with 721,799 reactions and 888 catalyst types from USPTO. Task: Predict which catalyst facilitates the given reaction. (1) Reactant: Br[C:2]1[CH:7]=[CH:6][CH:5]=[C:4]([Cl:8])[CH:3]=1.[Li]CCCC.[CH3:14][C:15]([S:18]([N:20]=[C:21]1[CH2:24][O:23][CH2:22]1)=[O:19])([CH3:17])[CH3:16]. Product: [Cl:8][C:4]1[CH:3]=[C:2]([C:21]2([NH:20][S:18]([C:15]([CH3:17])([CH3:16])[CH3:14])=[O:19])[CH2:24][O:23][CH2:22]2)[CH:7]=[CH:6][CH:5]=1. The catalyst class is: 7. (2) Reactant: [H-].[H-].[H-].[H-].[Li+].[Al+3].[C:7]1([C:13]2[S:14][CH:15]=[CH:16][C:17]=2[NH:18][C:19](=O)OC(C)(C)C)[CH:12]=[CH:11][CH:10]=[CH:9][CH:8]=1. Product: [CH3:19][NH:18][C:17]1[CH:16]=[CH:15][S:14][C:13]=1[C:7]1[CH:8]=[CH:9][CH:10]=[CH:11][CH:12]=1. The catalyst class is: 1. (3) Reactant: [Li+].[OH-].C[O:4][C:5](=[O:45])[CH:6]([N:18]1[CH2:23][CH2:22][N:21]([C:24](=[O:42])[CH:25]([NH:34][C:35]([O:37][C:38]([CH3:41])([CH3:40])[CH3:39])=[O:36])[CH2:26][C:27]2[CH:32]=[CH:31][C:30]([F:33])=[CH:29][CH:28]=2)[CH:20]([CH2:43][CH3:44])[CH2:19]1)[CH2:7][C:8]1[CH:17]=[CH:16][C:15]2[C:10](=[CH:11][CH:12]=[CH:13][CH:14]=2)[CH:9]=1.Cl. Product: [C:38]([O:37][C:35]([NH:34][CH:25]([CH2:26][C:27]1[CH:32]=[CH:31][C:30]([F:33])=[CH:29][CH:28]=1)[C:24]([N:21]1[CH2:22][CH2:23][N:18]([CH:6]([CH2:7][C:8]2[CH:17]=[CH:16][C:15]3[C:10](=[CH:11][CH:12]=[CH:13][CH:14]=3)[CH:9]=2)[C:5]([OH:45])=[O:4])[CH2:19][CH:20]1[CH2:43][CH3:44])=[O:42])=[O:36])([CH3:39])([CH3:40])[CH3:41]. The catalyst class is: 20. (4) Reactant: [CH3:1][CH:2]1[CH2:27][CH2:26][N:5]2[C:6]3[CH:7]=[CH:8][C:9]([S:18]([N:21]4[CH2:25][CH2:24][CH2:23][CH2:22]4)(=[O:20])=[O:19])=[CH:10][C:11]=3[C:12]3(OCCC[O:13]3)[C:4]2=[N:3]1.CS(O)(=O)=O.C(Cl)Cl. Product: [CH3:1][CH:2]1[CH2:27][CH2:26][N:5]2[C:6]3[CH:7]=[CH:8][C:9]([S:18]([N:21]4[CH2:22][CH2:23][CH2:24][CH2:25]4)(=[O:20])=[O:19])=[CH:10][C:11]=3[C:12](=[O:13])[C:4]2=[N:3]1. The catalyst class is: 25. (5) Reactant: [N:1]([CH2:4][C@@H:5]([OH:22])[CH2:6][N:7]1[C:13]2[CH:14]=[CH:15][CH:16]=[CH:17][C:12]=2[CH2:11][CH2:10][C:9]2[CH:18]=[CH:19][CH:20]=[CH:21][C:8]1=2)=[N+]=[N-].C1C=CC(P(C2C=CC=CC=2)C2C=CC=CC=2)=CC=1. Product: [NH2:1][CH2:4][C@@H:5]([OH:22])[CH2:6][N:7]1[C:8]2[CH:21]=[CH:20][CH:19]=[CH:18][C:9]=2[CH2:10][CH2:11][C:12]2[CH:17]=[CH:16][CH:15]=[CH:14][C:13]1=2. The catalyst class is: 20. (6) Reactant: Cl.[NH2:2][OH:3].[OH-].[K+].C[O:7][C:8]([CH:10]([NH:13][C:14](=[O:20])[O:15][C:16]([CH3:19])([CH3:18])[CH3:17])[CH2:11][CH3:12])=O.O. Product: [OH:3][NH:2][C:8]([CH:10]([NH:13][C:14](=[O:20])[O:15][C:16]([CH3:19])([CH3:18])[CH3:17])[CH2:11][CH3:12])=[O:7]. The catalyst class is: 130.